From a dataset of Ames mutagenicity test results for genotoxicity prediction. Regression/Classification. Given a drug SMILES string, predict its toxicity properties. Task type varies by dataset: regression for continuous values (e.g., LD50, hERG inhibition percentage) or binary classification for toxic/non-toxic outcomes (e.g., AMES mutagenicity, cardiotoxicity, hepatotoxicity). Dataset: ames. (1) The drug is Cc1ccc2cc3ccccc3c(C)c2c1. The result is 1 (mutagenic). (2) The result is 0 (non-mutagenic). The compound is N#CCc1ccccc1. (3) The compound is Cc1cc(N)c(S(=O)(=O)O)cc1Cl. The result is 0 (non-mutagenic). (4) The molecule is CC(C)(Oc1ccc(C2CCCc3ccccc32)cc1)C(=O)O. The result is 0 (non-mutagenic).